From a dataset of Reaction yield outcomes from USPTO patents with 853,638 reactions. Predict the reaction yield, written as a fraction of the theoretical maximum amount of product (1.0 means a 100% yield; for example, 0.34 means a 34% yield). (1) The reactants are [N:1]1[C:10]2[C:5](=[CH:6][CH:7]=[C:8]([C:11]([O:13][CH3:14])=[O:12])[CH:9]=2)[CH:4]=[CH:3][CH:2]=1.C(OO)(=[O:17])C. The catalyst is ClCCl.C(=O)(O)[O-].[Na+]. The product is [CH3:14][O:13][C:11]([C:8]1[CH:9]=[C:10]2[C:5]([CH:4]=[CH:3][CH:2]=[N+:1]2[O-:17])=[CH:6][CH:7]=1)=[O:12]. The yield is 0.900. (2) The reactants are C1(C)C=CC=CC=1.[CH2:8]([N:10]1[C:14](=O)[C:13](=[CH:16][C:17]2[O:18][C:19]([C:22]3[CH:27]=[CH:26][CH:25]=[CH:24][CH:23]=3)=[CH:20][CH:21]=2)[O:12][C:11]1=[S:28])[CH3:9].COC1C=CC(P2(SP(C3C=CC(OC)=CC=3)(=S)S2)=[S:38])=CC=1. The catalyst is C(OCC)(=O)C. The product is [CH2:8]([N:10]1[C:14](=[S:38])[C:13](=[CH:16][C:17]2[O:18][C:19]([C:22]3[CH:27]=[CH:26][CH:25]=[CH:24][CH:23]=3)=[CH:20][CH:21]=2)[O:12][C:11]1=[S:28])[CH3:9]. The yield is 0.820. (3) The reactants are [Br:1]Br.[CH3:3][C:4]1[N:5]=[C:6]2[CH:11]=[CH:10][CH:9]=[CH:8][N:7]2[C:12]=1[C:13](=[O:15])[CH3:14]. The catalyst is Br.C(O)(=O)C.C(OCC)C. The product is [Br:1][CH2:14][C:13]([C:12]1[N:7]2[CH:8]=[CH:9][CH:10]=[CH:11][C:6]2=[N:5][C:4]=1[CH3:3])=[O:15]. The yield is 0.800. (4) The reactants are [CH2:1]([O:3][P:4]([C:9]([C:12]1[CH:17]=[CH:16][C:15]([CH2:18][N:19]2[CH:23]=[CH:22][NH:21][C:20]2=[O:24])=[CH:14][C:13]=1[Br:25])([F:11])[F:10])(=[O:8])[O:5][CH2:6][CH3:7])[CH3:2].CC(C)([O-])C.[K+].Br[CH2:33][C:34]1[CH:43]=[CH:42][C:37]([C:38]([O:40][CH3:41])=[O:39])=[CH:36][CH:35]=1. The catalyst is CN(C=O)C. The product is [CH3:41][O:40][C:38](=[O:39])[C:37]1[CH:42]=[CH:43][C:34]([CH2:33][N:21]2[CH:22]=[CH:23][N:19]([CH2:18][C:15]3[CH:16]=[CH:17][C:12]([C:9]([P:4]([O:5][CH2:6][CH3:7])([O:3][CH2:1][CH3:2])=[O:8])([F:10])[F:11])=[C:13]([Br:25])[CH:14]=3)[C:20]2=[O:24])=[CH:35][CH:36]=1. The yield is 0.520. (5) The reactants are [Cl:1][C:2]1[CH:7]=[CH:6][C:5]([C:8]2[C:12]([CH2:13][O:14][C:15]3[CH:23]=[CH:22][C:18]([C:19]([OH:21])=O)=[CH:17][N:16]=3)=[CH:11][O:10][N:9]=2)=[CH:4][CH:3]=1.[NH2:24][CH2:25][C:26]([CH3:30])([CH3:29])[CH2:27][OH:28]. No catalyst specified. The product is [Cl:1][C:2]1[CH:3]=[CH:4][C:5]([C:8]2[C:12]([CH2:13][O:14][C:15]3[CH:23]=[CH:22][C:18]([C:19]([NH:24][CH2:25][C:26]([CH3:30])([CH3:29])[CH2:27][OH:28])=[O:21])=[CH:17][N:16]=3)=[CH:11][O:10][N:9]=2)=[CH:6][CH:7]=1. The yield is 0.600. (6) The reactants are Br[CH:2]([C:14]1[CH:19]=[CH:18][CH:17]=[C:16]([F:20])[CH:15]=1)[C:3]([C:5]1[C:13]2[C:8](=[CH:9][CH:10]=[CH:11][CH:12]=2)[NH:7][CH:6]=1)=[O:4].C(N(CC)CC)C.[NH2:28][C:29]1[CH:30]=[C:31]([CH:36]=[C:37]([O:39][CH3:40])[CH:38]=1)[O:32][CH2:33][CH2:34][OH:35]. The catalyst is C(#N)C. The product is [F:20][C:16]1[CH:15]=[C:14]([CH:2]([NH:28][C:29]2[CH:38]=[C:37]([O:39][CH3:40])[CH:36]=[C:31]([O:32][CH2:33][CH2:34][OH:35])[CH:30]=2)[C:3]([C:5]2[C:13]3[C:8](=[CH:9][CH:10]=[CH:11][CH:12]=3)[NH:7][CH:6]=2)=[O:4])[CH:19]=[CH:18][CH:17]=1. The yield is 0.420. (7) The reactants are [C:1](=[O:18])([O:10][N:11]1[C:15](=[O:16])[CH2:14][CH2:13][C:12]1=[O:17])ON1C(=O)CCC1=O.[CH3:19][C:20]1([CH3:43])[NH:25][CH2:24][CH2:23][N:22]([CH2:26][C:27]2[CH:32]=[CH:31][C:30]([N:33]3[CH2:38][CH2:37][O:36][CH2:35][CH2:34]3)=[CH:29][C:28]=2[C:39]([F:42])([F:41])[F:40])[CH2:21]1.C(N(CC)CC)C. The catalyst is CC#N. The product is [CH3:19][C:20]1([CH3:43])[CH2:21][N:22]([CH2:26][C:27]2[CH:32]=[CH:31][C:30]([N:33]3[CH2:38][CH2:37][O:36][CH2:35][CH2:34]3)=[CH:29][C:28]=2[C:39]([F:42])([F:40])[F:41])[CH2:23][CH2:24][N:25]1[C:1]([O:10][N:11]1[C:12](=[O:17])[CH2:13][CH2:14][C:15]1=[O:16])=[O:18]. The yield is 0.410.